Dataset: Catalyst prediction with 721,799 reactions and 888 catalyst types from USPTO. Task: Predict which catalyst facilitates the given reaction. Reactant: [NH2:1][C:2]1[C:3]2[N:4]([C:15]([CH3:19])=[C:16]([CH3:18])[N:17]=2)[CH:5]=[C:6]([N:8]2[CH:13]=[CH:12][CH:11]=[CH:10][C:9]2=[O:14])[CH:7]=1. Product: [NH2:1][C:2]1[C:3]2[N:4]([C:15]([CH3:19])=[C:16]([CH3:18])[N:17]=2)[CH:5]=[C:6]([N:8]2[CH2:13][CH2:12][CH2:11][CH2:10][C:9]2=[O:14])[CH:7]=1. The catalyst class is: 63.